Dataset: Full USPTO retrosynthesis dataset with 1.9M reactions from patents (1976-2016). Task: Predict the reactants needed to synthesize the given product. (1) Given the product [Br:1][C:2]1[CH:7]=[CH:6][CH:5]=[CH:4][C:3]=1[O:8][C:12]1[CH:17]=[C:16]([C:18]2[CH:19]=[CH:20][C:21]([C:24]([F:26])([F:27])[F:25])=[CH:22][CH:23]=2)[N:15]=[CH:14][N:13]=1, predict the reactants needed to synthesize it. The reactants are: [Br:1][C:2]1[CH:7]=[CH:6][CH:5]=[CH:4][C:3]=1[OH:8].[H-].[Na+].Cl[C:12]1[CH:17]=[C:16]([C:18]2[CH:23]=[CH:22][C:21]([C:24]([F:27])([F:26])[F:25])=[CH:20][CH:19]=2)[N:15]=[CH:14][N:13]=1. (2) Given the product [S:44]1[CH:45]=[CH:46][N:47]=[C:43]1[C:2]1[N:3]=[C:4]2[C:10]3[CH:11]=[CH:12][CH:13]=[CH:14][C:9]=3[NH:8][C:7]3[N:15]=[CH:16][CH:17]=[CH:18][C:6]=3[N:5]2[C:19]=1[C:20]1[CH:25]=[CH:24][C:23]([C:26]2([NH:30][C:31](=[O:37])[O:32][C:33]([CH3:35])([CH3:34])[CH3:36])[CH2:27][CH2:28][CH2:29]2)=[CH:22][CH:21]=1, predict the reactants needed to synthesize it. The reactants are: Br[C:2]1[N:3]=[C:4]2[C:10]3[CH:11]=[CH:12][CH:13]=[CH:14][C:9]=3[NH:8][C:7]3[N:15]=[CH:16][CH:17]=[CH:18][C:6]=3[N:5]2[C:19]=1[C:20]1[CH:25]=[CH:24][C:23]([C:26]2([NH:30][C:31](=[O:37])[O:32][C:33]([CH3:36])([CH3:35])[CH3:34])[CH2:29][CH2:28][CH2:27]2)=[CH:22][CH:21]=1.C([Sn](CCCC)(CCCC)[C:43]1[S:44][CH:45]=[CH:46][N:47]=1)CCC.O. (3) Given the product [CH3:16][NH:17][C:4]([C:6]1[CH:15]=[C:14]2[C:9]([CH2:10][CH2:11][NH:12][CH2:13]2)=[CH:8][CH:7]=1)=[O:3], predict the reactants needed to synthesize it. The reactants are: Cl.C[O:3][C:4]([C:6]1[CH:15]=[C:14]2[C:9]([CH2:10][CH2:11][NH:12][CH2:13]2)=[CH:8][CH:7]=1)=O.[CH3:16][NH2:17]. (4) Given the product [O:3]1[CH:2]=[CH:1][CH:5]=[C:4]1[CH:6]=[CH:9][C:10]([OH:12])=[O:11], predict the reactants needed to synthesize it. The reactants are: [CH:1]1[CH:5]=[C:4]([CH:6]=O)[O:3][CH:2]=1.C(O)(=O)[CH2:9][C:10]([OH:12])=[O:11].N1CCCCC1.Cl.